From a dataset of Reaction yield outcomes from USPTO patents with 853,638 reactions. Predict the reaction yield, written as a fraction of the theoretical maximum amount of product (1.0 means a 100% yield; for example, 0.34 means a 34% yield). (1) The reactants are [CH2:1]([C:3]1[N:4]([C:28]2[CH:33]=[CH:32][C:31]([OH:34])=[CH:30][CH:29]=2)[C:5](=[O:27])[C:6]([CH2:12][C:13]2[CH:18]=[CH:17][C:16]([C:19]3[C:20]([C:25]#[N:26])=[CH:21][CH:22]=[CH:23][CH:24]=3)=[CH:15][CH:14]=2)=[C:7]([CH2:9][CH2:10][CH3:11])[N:8]=1)[CH3:2].O[CH:36]1[CH2:41][CH2:40][CH:39]([C:42]([O:44][CH2:45][CH3:46])=[O:43])[CH2:38][CH2:37]1.C1(P(C2C=CC=CC=2)C2C=CC=CC=2)C=CC=CC=1.N(C(OC(C)C)=O)=NC(OC(C)C)=O. The catalyst is O1CCCC1.O.C(OCC)(=O)C. The product is [C:25]([C:20]1[CH:21]=[CH:22][CH:23]=[CH:24][C:19]=1[C:16]1[CH:17]=[CH:18][C:13]([CH2:12][C:6]2[C:5](=[O:27])[N:4]([C:28]3[CH:33]=[CH:32][C:31]([O:34][CH:36]4[CH2:41][CH2:40][CH:39]([C:42]([O:44][CH2:45][CH3:46])=[O:43])[CH2:38][CH2:37]4)=[CH:30][CH:29]=3)[C:3]([CH2:1][CH3:2])=[N:8][C:7]=2[CH2:9][CH2:10][CH3:11])=[CH:14][CH:15]=1)#[N:26]. The yield is 0.880. (2) The catalyst is CC#N. The product is [OH:32][CH:3]1[CH2:4][N:5]([C@H:6]2[C:14]3[C:9](=[C:10]([C:15]4[N:19]=[C:18]([C:20]5[CH:21]=[CH:22][C:23]([O:28][CH:29]([CH3:31])[CH3:30])=[C:24]([CH:27]=5)[C:25]#[N:26])[O:17][N:16]=4)[CH:11]=[CH:12][CH:13]=3)[CH2:8][CH2:7]2)[CH2:2]1. The reactants are Cl[CH2:2][CH:3]([OH:32])[CH2:4][NH:5][C@H:6]1[C:14]2[C:9](=[C:10]([C:15]3[N:19]=[C:18]([C:20]4[CH:21]=[CH:22][C:23]([O:28][CH:29]([CH3:31])[CH3:30])=[C:24]([CH:27]=4)[C:25]#[N:26])[O:17][N:16]=3)[CH:11]=[CH:12][CH:13]=2)[CH2:8][CH2:7]1. The yield is 0.270. (3) The reactants are [F:1][C:2]1[CH:7]=[CH:6][C:5]([N:8]2[C:13](=[O:14])[C:12]([C:15]([OH:17])=O)=[CH:11][CH:10]=[N:9]2)=[CH:4][CH:3]=1.CCN=C=NCCCN(C)C.C1C=CC2N(O)N=NC=2C=1.CCN(C(C)C)C(C)C.[CH3:48][O:49][C:50]1[CH:82]=[CH:81][C:53]([CH2:54][N:55]2[C:59]3=[N:60][CH:61]=[CH:62][C:63]([N:64]([CH2:73][CH2:74][N:75]4[CH2:80][CH2:79][O:78][CH2:77][CH2:76]4)[C:65]4[CH:70]=[CH:69][C:68]([NH2:71])=[CH:67][C:66]=4[F:72])=[C:58]3[CH:57]=[N:56]2)=[CH:52][CH:51]=1. The catalyst is CN(C=O)C. The yield is 0.510. The product is [CH3:48][O:49][C:50]1[CH:51]=[CH:52][C:53]([CH2:54][N:55]2[C:59]3=[N:60][CH:61]=[CH:62][C:63]([N:64]([CH2:73][CH2:74][N:75]4[CH2:80][CH2:79][O:78][CH2:77][CH2:76]4)[C:65]4[CH:70]=[CH:69][C:68]([NH:71][C:15]([C:12]5[C:13](=[O:14])[N:8]([C:5]6[CH:4]=[CH:3][C:2]([F:1])=[CH:7][CH:6]=6)[N:9]=[CH:10][CH:11]=5)=[O:17])=[CH:67][C:66]=4[F:72])=[C:58]3[CH:57]=[N:56]2)=[CH:81][CH:82]=1.